Dataset: Full USPTO retrosynthesis dataset with 1.9M reactions from patents (1976-2016). Task: Predict the reactants needed to synthesize the given product. (1) Given the product [CH:26]1([C:32]([NH:23][C:3]2[CH:4]=[C:5]([CH:8]3[C:17]([CH3:19])([CH3:18])[CH2:16][C:15]4[C:10](=[CH:11][CH:12]=[C:13]([C:20]([O:22][CH3:35])=[O:21])[CH:14]=4)[NH:9]3)[CH:6]=[CH:7][C:2]=2[F:1])=[O:34])[CH2:31][CH2:30][CH2:29][CH2:28][CH2:27]1, predict the reactants needed to synthesize it. The reactants are: [F:1][C:2]1[CH:7]=[CH:6][C:5]([CH:8]2[C:17]([CH3:19])([CH3:18])[CH2:16][C:15]3[C:10](=[CH:11][CH:12]=[C:13]([C:20]([O-:22])=[O:21])[CH:14]=3)[NH:9]2)=[CH:4][C:3]=1[N+:23]([O-])=O.[CH:26]1([C:32]([OH:34])=O)[CH2:31][CH2:30][CH2:29][CH2:28][CH2:27]1.[CH:35](N(CC)C(C)C)(C)C.P(Cl)(Cl)(Cl)=O. (2) Given the product [CH2:1]([N:3]([CH2:31][C:32]([NH:34][CH2:35][CH3:36])=[O:33])[C:4]([C:6]1[CH:7]=[C:8]2[C:16](=[CH:17][CH:18]=1)[N:15]([CH2:19][CH2:20][OH:21])[C:14]1[CH2:13][CH2:12][CH:11]([CH:25]3[CH2:30][CH2:29][O:28][CH2:27][CH2:26]3)[CH2:10][C:9]2=1)=[O:5])[CH3:2], predict the reactants needed to synthesize it. The reactants are: [CH2:1]([N:3]([CH2:31][C:32]([NH:34][CH2:35][CH3:36])=[O:33])[C:4]([C:6]1[CH:7]=[C:8]2[C:16](=[CH:17][CH:18]=1)[N:15]([CH2:19][C:20](OCC)=[O:21])[C:14]1[CH2:13][CH2:12][CH:11]([CH:25]3[CH2:30][CH2:29][O:28][CH2:27][CH2:26]3)[CH2:10][C:9]2=1)=[O:5])[CH3:2].[H-].[H-].[H-].[H-].[Li+].[Al+3]. (3) Given the product [Br:13][C:14]1[C:15]([F:21])=[C:16]([CH:17]=[C:18]([CH3:20])[CH:19]=1)[C:22]([OH:24])=[O:23], predict the reactants needed to synthesize it. The reactants are: C(NC(C)C)(C)C.[Li]CCCC.[Br:13][C:14]1[CH:19]=[C:18]([CH3:20])[CH:17]=[CH:16][C:15]=1[F:21].[C:22](=[O:24])=[O:23]. (4) The reactants are: [O:1]1[CH:5]=[CH:4][CH:3]=[C:2]1[C:6]1[N:14]=[C:13]([N+]([O-])=O)[N:12]=[C:11]2[C:7]=1[N:8]=[CH:9][N:10]2[CH2:18][C:19]1[CH:24]=[CH:23][C:22]([O:25][CH3:26])=[CH:21][CH:20]=1.[F-].[K+]. Given the product [CH2:2]([O:1][C:13]1[N:12]=[C:11]2[C:7]([N:8]=[CH:9][N:10]2[CH2:18][C:19]2[CH:24]=[CH:23][C:22]([O:25][CH3:26])=[CH:21][CH:20]=2)=[C:6]([C:2]2[O:1][CH:5]=[CH:4][CH:3]=2)[N:14]=1)[CH2:3][CH2:4][CH3:5], predict the reactants needed to synthesize it. (5) Given the product [CH3:29][O:28][C:25]1[C:24]([NH2:23])=[N:19][C:17]([C:10]2[C:11]3[C:16](=[CH:15][CH:14]=[CH:13][CH:12]=3)[N:8]([CH2:7][C:6]3[CH:5]=[CH:4][C:3]([O:2][CH3:1])=[CH:21][CH:20]=3)[N:9]=2)=[N:18][CH:26]=1, predict the reactants needed to synthesize it. The reactants are: [CH3:1][O:2][C:3]1[CH:21]=[CH:20][C:6]([CH2:7][N:8]2[C:16]3[C:11](=[CH:12][CH:13]=[CH:14][CH:15]=3)[C:10]([C:17](=[NH:19])[NH2:18])=[N:9]2)=[CH:5][CH:4]=1.C[N:23](C)[CH:24](N(C)C)[CH:25]([O:28][CH3:29])[C:26]#N.N1CCCCC1.